From a dataset of Forward reaction prediction with 1.9M reactions from USPTO patents (1976-2016). Predict the product of the given reaction. (1) The product is: [Br:18][C:13]1[CH:12]=[CH:11][C:10]2[N:9]([CH2:19][CH:20]([OH:24])[CH2:21][NH:22][C:26]3[CH:27]=[N:28][CH:29]=[CH:30][CH:31]=3)[C:8]3[C:16]([C:15]=2[CH:14]=1)=[CH:17][C:5]([Br:4])=[CH:6][CH:7]=3. Given the reactants O[Li].O.[Br:4][C:5]1[CH:6]=[CH:7][C:8]2[N:9]([CH2:19][CH:20]3[O:24]C(=O)[N:22]([C:26]4[CH:27]=[N:28][CH:29]=[CH:30][CH:31]=4)[CH2:21]3)[C:10]3[C:15]([C:16]=2[CH:17]=1)=[CH:14][C:13]([Br:18])=[CH:12][CH:11]=3.C1COCC1, predict the reaction product. (2) Given the reactants [OH:1][CH2:2][CH2:3][C@@H:4]([C:22]1[CH:27]=[CH:26][C:25]([Cl:28])=[C:24]([Cl:29])[CH:23]=1)[CH2:5][N:6]1[CH2:13][C@@H:12]([CH3:14])[CH2:11][O:10][C:9]2[C:15]([C:19]#[N:20])=[CH:16][CH:17]=[CH:18][C:8]=2[C:7]1=[O:21].C(N(CC)CC)C.[CH3:37][S:38](Cl)(=[O:40])=[O:39], predict the reaction product. The product is: [CH3:37][S:38]([O:1][CH2:2][CH2:3][C@@H:4]([C:22]1[CH:27]=[CH:26][C:25]([Cl:28])=[C:24]([Cl:29])[CH:23]=1)[CH2:5][N:6]1[CH2:13][C@@H:12]([CH3:14])[CH2:11][O:10][C:9]2[C:15]([C:19]#[N:20])=[CH:16][CH:17]=[CH:18][C:8]=2[C:7]1=[O:21])(=[O:40])=[O:39]. (3) Given the reactants [CH2:1]([C:5]1([CH2:49][CH2:50][CH2:51][CH3:52])[C:17]2[CH:16]=[C:15]([C:18]3[CH:19]=[N:20][N:21]([C:23]4[CH:24]=[C:25]([CH:46]=[CH:47][CH:48]=4)[O:26][C:27]4[CH:39]=[CH:38][C:37]5[C:36]6[C:31](=[CH:32][CH:33]=[CH:34][CH:35]=6)[N:30]([C:40]6[CH:45]=[CH:44][CH:43]=[CH:42][N:41]=6)[C:29]=5[CH:28]=4)[CH:22]=3)[CH:14]=[CH:13][C:12]=2[C:11]2[C:6]1=[CH:7][CH:8]=[CH:9][CH:10]=2)[CH2:2][CH2:3][CH3:4].CC([O-])=O.CC([O-])=O.[Pd+2:61], predict the reaction product. The product is: [Pd:61].[CH2:1]([C:5]1([CH2:49][CH2:50][CH2:51][CH3:52])[C:17]2[CH:16]=[C:15]([C:18]3[CH:19]=[N:20][N:21]([C:23]4[CH:24]=[C:25]([CH:46]=[CH:47][CH:48]=4)[O:26][C:27]4[CH:39]=[CH:38][C:37]5[C:36]6[C:31](=[CH:32][CH:33]=[CH:34][CH:35]=6)[N:30]([C:40]6[CH:45]=[CH:44][CH:43]=[CH:42][N:41]=6)[C:29]=5[CH:28]=4)[CH:22]=3)[CH:14]=[CH:13][C:12]=2[C:11]2[C:6]1=[CH:7][CH:8]=[CH:9][CH:10]=2)[CH2:2][CH2:3][CH3:4]. (4) Given the reactants [NH2:1][C@@H:2]1[CH2:7][CH2:6][C@H:5]([NH:8][C:9]2[CH:14]=[C:13]([N:15]([CH3:17])[CH3:16])[C:12]([CH3:18])=[CH:11][N:10]=2)[CH2:4][CH2:3]1.[Cl:19][C:20]1[CH:21]=[C:22]([CH:26]=[CH:27][C:28]=1[F:29])[C:23](O)=[O:24].C1C=CC2N(O)N=NC=2C=1.O.CCN=C=NCCCN(C)C.Cl.C([O-])(O)=O.[Na+], predict the reaction product. The product is: [ClH:19].[Cl:19][C:20]1[CH:21]=[C:22]([CH:26]=[CH:27][C:28]=1[F:29])[C:23]([NH:1][C@H:2]1[CH2:3][CH2:4][C@@H:5]([NH:8][C:9]2[CH:14]=[C:13]([N:15]([CH3:17])[CH3:16])[C:12]([CH3:18])=[CH:11][N:10]=2)[CH2:6][CH2:7]1)=[O:24]. (5) Given the reactants Cl.Cl.Cl.CN(C)C1N=C(C[N:13]2[C:17]3=[N:18][CH:19]=[N:20][C:21](N4CCNCC4)=[C:16]3[CH:15]=[N:14]2)C=CC=1.ON1C2C=CC=CC=2N=N1.Cl.C(N=C=NCCCN(C)C)C.C(=O)([O-])O.[Na+], predict the reaction product. The product is: [NH:13]1[C:17]2=[N:18][CH:19]=[N:20][CH:21]=[C:16]2[CH:15]=[N:14]1.